This data is from Catalyst prediction with 721,799 reactions and 888 catalyst types from USPTO. The task is: Predict which catalyst facilitates the given reaction. (1) Reactant: C[O:2][C:3]([C:5]1[C:9]2[CH:10]=[N:11][C:12]([NH2:26])=[C:13]([O:14][C@@H:15]([C:17]3[C:22]([Cl:23])=[CH:21][CH:20]=[C:19]([F:24])[C:18]=3[Cl:25])[CH3:16])[C:8]=2[O:7][CH:6]=1)=O.[H-].[H-].[H-].[H-].[Li+].[Al+3]. Product: [NH2:26][C:12]1[N:11]=[CH:10][C:9]2[C:5]([CH2:3][OH:2])=[CH:6][O:7][C:8]=2[C:13]=1[O:14][C@@H:15]([C:17]1[C:22]([Cl:23])=[CH:21][CH:20]=[C:19]([F:24])[C:18]=1[Cl:25])[CH3:16]. The catalyst class is: 1. (2) Reactant: C([Si](C)(C)[O:6][CH2:7][CH2:8][N:9]1[CH:13]=[CH:12][C:11]([NH:14][C:15](=[O:34])[C@@H:16]([C:23]2[CH:28]=[CH:27][C:26]([S:29]([CH3:32])(=[O:31])=[O:30])=[C:25]([CH3:33])[CH:24]=2)[CH2:17][CH:18]2[CH2:22][CH2:21][CH2:20][CH2:19]2)=[N:10]1)(C)(C)C.C(O)C. Product: [CH:18]1([CH2:17][C@H:16]([C:23]2[CH:28]=[CH:27][C:26]([S:29]([CH3:32])(=[O:30])=[O:31])=[C:25]([CH3:33])[CH:24]=2)[C:15]([NH:14][C:11]2[CH:12]=[CH:13][N:9]([CH2:8][CH2:7][OH:6])[N:10]=2)=[O:34])[CH2:22][CH2:21][CH2:20][CH2:19]1. The catalyst class is: 601. (3) Reactant: [OH:1][C:2]1[CH:7]=[CH:6][C:5]([C:8](=[O:10])[CH3:9])=[CH:4][C:3]=1[CH3:11].Br[CH2:13][C:14]([O:16][CH2:17][CH3:18])=[O:15].C(=O)([O-])[O-].[Cs+].[Cs+]. Product: [C:8]([C:5]1[CH:6]=[CH:7][C:2]([O:1][CH2:13][C:14]([O:16][CH2:17][CH3:18])=[O:15])=[C:3]([CH3:11])[CH:4]=1)(=[O:10])[CH3:9]. The catalyst class is: 10. (4) Reactant: [CH2:1]([N:8]1[CH:12]=[C:11]([CH:13]=O)[CH:10]=[N:9]1)[C:2]1[CH:7]=[CH:6][CH:5]=[CH:4][CH:3]=1.N1CCCCC1.[CH3:21][C:22]1[N:27]([CH2:28][CH2:29][CH3:30])[C:26](=[O:31])[N:25]([CH2:32][CH2:33][CH3:34])[C:24](=[O:35])[C:23]=1[N+:36]([O-:38])=[O:37]. Product: [CH2:1]([N:8]1[CH:12]=[C:11](/[CH:13]=[CH:21]/[C:22]2[N:27]([CH2:28][CH2:29][CH3:30])[C:26](=[O:31])[N:25]([CH2:32][CH2:33][CH3:34])[C:24](=[O:35])[C:23]=2[N+:36]([O-:38])=[O:37])[CH:10]=[N:9]1)[C:2]1[CH:3]=[CH:4][CH:5]=[CH:6][CH:7]=1. The catalyst class is: 8. (5) Reactant: C(OP([CH2:9][C:10]#[N:11])(=O)OCC)C.[H-].[Na+].[C:14]1([CH:26]2[CH2:31][CH2:30][C:29](=O)[CH2:28][CH2:27]2)[N:15]=[N:16][N:17]2[C:22]=1[C:21]1[CH:23]=[CH:24][NH:25][C:20]=1[N:19]=[CH:18]2.O. Product: [C:14]1([CH:26]2[CH2:31][CH2:30][C:29](=[CH:9][C:10]#[N:11])[CH2:28][CH2:27]2)[N:15]=[N:16][N:17]2[C:22]=1[C:21]1[CH:23]=[CH:24][NH:25][C:20]=1[N:19]=[CH:18]2. The catalyst class is: 7.